This data is from Reaction yield outcomes from USPTO patents with 853,638 reactions. The task is: Predict the reaction yield, written as a fraction of the theoretical maximum amount of product (1.0 means a 100% yield; for example, 0.34 means a 34% yield). (1) The reactants are [F:1][C:2]([F:29])([F:28])[C:3]1[CH:4]=[C:5]([C:13]([CH3:27])([CH3:26])[C:14]([N:16]([C:18]2[CH:19]=[N:20][C:21]([Cl:25])=[CH:22][C:23]=2I)[CH3:17])=[O:15])[CH:6]=[C:7]([C:9]([F:12])([F:11])[F:10])[CH:8]=1.[Cl:30][C:31]1[CH:36]=[C:35]([F:37])[CH:34]=[CH:33][C:32]=1B(O)O.C(=O)([O-])[O-].[Na+].[Na+]. The catalyst is O1CCOCC1.C1C=CC([P]([Pd]([P](C2C=CC=CC=2)(C2C=CC=CC=2)C2C=CC=CC=2)([P](C2C=CC=CC=2)(C2C=CC=CC=2)C2C=CC=CC=2)[P](C2C=CC=CC=2)(C2C=CC=CC=2)C2C=CC=CC=2)(C2C=CC=CC=2)C2C=CC=CC=2)=CC=1. The product is [F:1][C:2]([F:29])([F:28])[C:3]1[CH:4]=[C:5]([C:13]([CH3:27])([CH3:26])[C:14]([N:16]([C:18]2[CH:19]=[N:20][C:21]([Cl:25])=[CH:22][C:23]=2[C:32]2[CH:33]=[CH:34][C:35]([F:37])=[CH:36][C:31]=2[Cl:30])[CH3:17])=[O:15])[CH:6]=[C:7]([C:9]([F:12])([F:11])[F:10])[CH:8]=1. The yield is 0.960. (2) The reactants are Cl.[CH:2]([CH:15]1[C:20](=[O:21])[CH2:19][CH2:18][NH:17][CH2:16]1)([C:9]1[CH:14]=[CH:13][CH:12]=[CH:11][CH:10]=1)[C:3]1[CH:8]=[CH:7][CH:6]=[CH:5][CH:4]=1.[CH3:22][O:23][C:24]1[CH:31]=[CH:30][C:29]([O:32][C:33]([F:36])([F:35])[F:34])=[CH:28][C:25]=1[CH2:26]O.C(N(C(C)C)CC)(C)C.C(OCC)(=O)C. The catalyst is ClCCl.O.CCCCCC. The product is [CH:2]([CH:15]1[C:20](=[O:21])[CH2:19][CH2:18][N:17]([CH2:26][C:25]2[CH:28]=[C:29]([O:32][C:33]([F:34])([F:35])[F:36])[CH:30]=[CH:31][C:24]=2[O:23][CH3:22])[CH2:16]1)([C:9]1[CH:14]=[CH:13][CH:12]=[CH:11][CH:10]=1)[C:3]1[CH:4]=[CH:5][CH:6]=[CH:7][CH:8]=1. The yield is 0.490. (3) The reactants are [CH3:1][C:2]1[NH:6][C:5]2[CH:7]=[C:8]([CH3:12])[C:9]([CH3:11])=[CH:10][C:4]=2[N:3]=1.[CH:13](=O)[C:14]1[CH:19]=[CH:18][CH:17]=[CH:16][CH:15]=1. The catalyst is CCOCC. The product is [CH3:11][C:9]1[C:8]([CH3:12])=[CH:7][C:5]2[NH:6][C:2](/[CH:1]=[CH:13]/[C:14]3[CH:19]=[CH:18][CH:17]=[CH:16][CH:15]=3)=[N:3][C:4]=2[CH:10]=1. The yield is 0.130. (4) The reactants are [OH:1][C:2]1[CH:7]=[CH:6][N:5]([C:8]2[S:9][C:10]([C:14]([OH:16])=O)=[C:11]([CH3:13])[N:12]=2)[C:4](=[O:17])[CH:3]=1.[F:18][C:19]1[CH:24]=[CH:23][C:22]([CH2:25][CH2:26][NH2:27])=[CH:21][CH:20]=1. No catalyst specified. The product is [F:18][C:19]1[CH:24]=[CH:23][C:22]([CH2:25][CH2:26][NH:27][C:14]([C:10]2[S:9][C:8]([N:5]3[CH:6]=[CH:7][C:2]([OH:1])=[CH:3][C:4]3=[O:17])=[N:12][C:11]=2[CH3:13])=[O:16])=[CH:21][CH:20]=1. The yield is 0.690.